Dataset: Merck oncology drug combination screen with 23,052 pairs across 39 cell lines. Task: Regression. Given two drug SMILES strings and cell line genomic features, predict the synergy score measuring deviation from expected non-interaction effect. (1) Drug 1: CC(=O)OC1C(=O)C2(C)C(O)CC3OCC3(OC(C)=O)C2C(OC(=O)c2ccccc2)C2(O)CC(OC(=O)C(O)C(NC(=O)c3ccccc3)c3ccccc3)C(C)=C1C2(C)C. Drug 2: Cn1c(=O)n(-c2ccc(C(C)(C)C#N)cc2)c2c3cc(-c4cnc5ccccc5c4)ccc3ncc21. Cell line: SKOV3. Synergy scores: synergy=14.9. (2) Drug 1: CC(=O)OC1C(=O)C2(C)C(O)CC3OCC3(OC(C)=O)C2C(OC(=O)c2ccccc2)C2(O)CC(OC(=O)C(O)C(NC(=O)c3ccccc3)c3ccccc3)C(C)=C1C2(C)C. Drug 2: C=CCn1c(=O)c2cnc(Nc3ccc(N4CCN(C)CC4)cc3)nc2n1-c1cccc(C(C)(C)O)n1. Cell line: OCUBM. Synergy scores: synergy=-3.79. (3) Drug 1: COc1cccc2c1C(=O)c1c(O)c3c(c(O)c1C2=O)CC(O)(C(=O)CO)CC3OC1CC(N)C(O)C(C)O1. Drug 2: CC1(c2nc3c(C(N)=O)cccc3[nH]2)CCCN1. Cell line: HT144. Synergy scores: synergy=6.43. (4) Drug 1: CC(C)CC(NC(=O)C(Cc1ccccc1)NC(=O)c1cnccn1)B(O)O. Drug 2: Cn1cc(-c2cnn3c(N)c(Br)c(C4CCCNC4)nc23)cn1. Cell line: COLO320DM. Synergy scores: synergy=-29.6.